This data is from Catalyst prediction with 721,799 reactions and 888 catalyst types from USPTO. The task is: Predict which catalyst facilitates the given reaction. (1) Reactant: Cl[C:2]1[CH:3]=[C:4]([C:20]([F:23])([F:22])[F:21])[C:5]2[CH:6]=[CH:7][C:8]3[N:9]([CH:12]=[C:13]([C:15]4[O:16][CH:17]=[N:18][N:19]=4)[N:14]=3)[C:10]=2[N:11]=1.[O-:24][CH2:25][CH3:26].[Na+].C(OCC)(=O)C. Product: [CH2:25]([O:24][C:2]1[CH:3]=[C:4]([C:20]([F:23])([F:22])[F:21])[C:5]2[CH:6]=[CH:7][C:8]3[N:9]([CH:12]=[C:13]([C:15]4[O:16][CH:17]=[N:18][N:19]=4)[N:14]=3)[C:10]=2[N:11]=1)[CH3:26]. The catalyst class is: 8. (2) Reactant: [CH3:1][N:2]([CH3:13])[S:3]([C:6]1[CH:7]=[N:8][CH:9]=[C:10]([Br:12])[CH:11]=1)(=[O:5])=[O:4].[CH:14]([N-]C(C)C)(C)C.[Li+].IC. Product: [CH3:1][N:2]([CH3:13])[S:3]([C:6]1[CH:7]=[N:8][CH:9]=[C:10]([Br:12])[C:11]=1[CH3:14])(=[O:4])=[O:5]. The catalyst class is: 1. (3) Reactant: O=[C:2]1[CH2:5][CH:4]([CH2:6][C:7]([O:9][CH3:10])=[O:8])[CH2:3]1.[CH3:11][O:12][C:13]1[CH:18]=[C:17]([O:19][CH3:20])[CH:16]=[CH:15][C:14]=1[CH2:21][NH2:22]. Product: [CH3:11][O:12][C:13]1[CH:18]=[C:17]([O:19][CH3:20])[CH:16]=[CH:15][C:14]=1[CH2:21][NH:22][CH:2]1[CH2:5][CH:4]([CH2:6][C:7]([O:9][CH3:10])=[O:8])[CH2:3]1. The catalyst class is: 43. (4) The catalyst class is: 258. Reactant: Cl.[CH3:2][NH:3][C:4]1[O:5][CH:6]=[C:7]([C:9]2[CH:16]=[CH:15][C:12]([CH2:13][NH2:14])=[CH:11][CH:10]=2)[N:8]=1.Cl.C(OC(NCC1C=CC(C2N=C(NC)OC=2)=CC=1)=O)(C)(C)C. Product: [CH3:2][NH:3][C:4]1[O:5][CH:6]=[C:7]([C:9]2[CH:16]=[CH:15][C:12]([C:13]#[N:14])=[CH:11][CH:10]=2)[N:8]=1. (5) Reactant: [CH3:1][N:2]1[C:7]([CH3:8])=[CH:6][C:5]([OH:9])=[C:4]([C:10]([O:12]CC)=O)[C:3]1=[O:15].[NH2:16][C:17]1[CH:22]=[N:21][CH:20]=[CH:19][N:18]=1.BrC1C=CC=CC=1. Product: [N:18]1[CH:19]=[CH:20][N:21]=[CH:22][C:17]=1[NH:16][C:10]([C:4]1[C:3](=[O:15])[N:2]([CH3:1])[C:7]([CH3:8])=[CH:6][C:5]=1[OH:9])=[O:12]. The catalyst class is: 310. (6) Reactant: [CH:1]([C:3]1[C:12]([CH3:13])=[CH:11][C:6]([O:7][CH2:8][C:9]#[N:10])=[CH:5][C:4]=1[CH3:14])=[O:2].[N-:15]=[N+:16]=[N-:17].[Na+].[Cl-].[NH4+].O. Product: [CH3:14][C:4]1[CH:5]=[C:6]([O:7][CH2:8][C:9]2[NH:17][N:16]=[N:15][N:10]=2)[CH:11]=[C:12]([CH3:13])[C:3]=1[CH:1]=[O:2]. The catalyst class is: 3. (7) Reactant: [OH:1][CH2:2][CH:3]1[CH2:11][C:10]2[C:5](=[CH:6][CH:7]=[C:8]([C:12]#[N:13])[CH:9]=2)[CH2:4]1.CC(OI1(OC(C)=O)(OC(C)=O)OC(=O)C2C=CC=CC1=2)=O. Product: [CH:2]([CH:3]1[CH2:11][C:10]2[C:5](=[CH:6][CH:7]=[C:8]([C:12]#[N:13])[CH:9]=2)[CH2:4]1)=[O:1]. The catalyst class is: 2.